The task is: Predict the reaction yield, written as a fraction of the theoretical maximum amount of product (1.0 means a 100% yield; for example, 0.34 means a 34% yield).. This data is from Reaction yield outcomes from USPTO patents with 853,638 reactions. (1) The reactants are Br[C:2]1[CH:11]=[C:10]([O:12][CH3:13])[C:9]2[CH:8]([N:14]([CH:16]3[CH2:18][CH2:17]3)[CH3:15])[CH2:7][CH2:6][C:5]([CH3:20])([CH3:19])[C:4]=2[CH:3]=1.C(N(CC)CC)C.[CH3:28][Si:29]([C:32]#[CH:33])([CH3:31])[CH3:30]. The catalyst is CCCCCC.[Cu]I.Cl[Pd](Cl)([P](C1C=CC=CC=1)(C1C=CC=CC=1)C1C=CC=CC=1)[P](C1C=CC=CC=1)(C1C=CC=CC=1)C1C=CC=CC=1. The yield is 0.800. The product is [CH:16]1([N:14]([CH3:15])[CH:8]2[CH2:7][CH2:6][C:5]([CH3:20])([CH3:19])[C:4]3[C:3]([C:33]#[C:32][Si:29]([CH3:31])([CH3:30])[CH3:28])=[CH:2][CH:11]=[C:10]([O:12][CH3:13])[C:9]2=3)[CH2:18][CH2:17]1. (2) The reactants are [CH3:1][C:2]1[CH:6]=[CH:5][O:4][C:3]=1[C:7]([O:9][CH3:10])=[O:8].[Br:11]Br. The catalyst is C(OCC)C. The product is [Br:11][C:5]1[O:4][C:3]([C:7]([O:9][CH3:10])=[O:8])=[C:2]([CH3:1])[CH:6]=1. The yield is 0.850. (3) The reactants are Br[C:2]1[CH:7]=[CH:6][C:5]([C:8]2[S:9][CH:10]=[CH:11][CH:12]=2)=[CH:4][CH:3]=1.[I-:13].[Na+].NCCCN. No catalyst specified. The product is [I:13][C:2]1[CH:7]=[CH:6][C:5]([C:8]2[S:9][CH:10]=[CH:11][CH:12]=2)=[CH:4][CH:3]=1. The yield is 0.833.